This data is from Experimentally validated miRNA-target interactions with 360,000+ pairs, plus equal number of negative samples. The task is: Binary Classification. Given a miRNA mature sequence and a target amino acid sequence, predict their likelihood of interaction. (1) Result: 0 (no interaction). The protein sequence of the target gene is MADPRQEFDTMEDHAGDYTLLQDQEGDMDHGLKESPPQPPADDGAEEPGSETSDAKSTPTAEDVTAPLVDERAPDKQAAAQPHTEIPEGITAEEAGIGDTPNQEDQAAGHVTQGRREGQAPDLGTSDWTRQQVSSMSGAPLLPQGLREATCQPSGTRPEDIEKSHPASELLRRGPPQKEGWGQDRLGSEEEVDEDLTVDESSQDSPPSQASLTPGRAAPQAGSGSVCGETASVPGLPTEGSVPLPADFFSKVSAETQASQPEGPGTGPMEEGHEAAPEFTFHVEIKASTPKEQDLEGATV.... The miRNA is hsa-miR-148a-5p with sequence AAAGUUCUGAGACACUCCGACU. (2) The miRNA is hsa-miR-494-3p with sequence UGAAACAUACACGGGAAACCUC. The protein sequence of the target gene is MLRICGLGVVLSLAVAAVAVMAVWLMDWWGPRPGIRLFLPEELARYRGGPGDPGLYLALLGRVYDVSSGRRHYEPGAHYSGFAGRDASRAFVTGDYSEAGLVDDINGLSSSEILTLHNWLSFYEKNYVFVGRLVGRFYRKDGLPTSELTQVEAMVTKGMEANEQEQREKQKFPPCNSEWSSAKGSRLWCSQKSGGVHRDWIGVPRKLYKPGAKEPHCVCVRTTGPPSDQQDNPRHSNHGDLDNPNLEEYTGCPPLATTCSFPL. Result: 0 (no interaction). (3) The miRNA is hsa-miR-490-3p with sequence CAACCUGGAGGACUCCAUGCUG. The protein sequence of the target gene is MIAHKQKKTKKKRAWASGQLSTDITTSEMGLKSLSSNSIFDPDYIKELVNDIRKFSHMLLYLKEAIFSDCFKEVIHIRLEELLRVLKSIMNKHQNLNSVDLQNAAEMLTAKVKAVNFTEVNEENKNDLFQEVFSSIETLAFTFGNILTNFLMGDVGNDSLLRLPVSRETKSFENVSVESVDSSSEKGNFSPLELDNVLLKNTDSIELALSYAKTWSKYTKNIVSWVEKKLNLELESTRNMVKLAEATRTNIGIQEFMPLQSLFTNALLNDIESSHLLQQTIAALQANKFVQPLLGRKNEM.... Result: 1 (interaction). (4) The miRNA is hsa-miR-1266-3p with sequence CCCUGUUCUAUGCCCUGAGGGA. The protein sequence of the target gene is MAETSEEVAVLVQRVVKDITNAFRRNPHIDEIGLIPCPEARYNRSPIVLVENKLGVESWCVKFLLPYVHNKLLLYRTRKQWLNRDELIDVTCTLLLLNPDFTTAWNVRKELILSGTLNPIKDLHLGKLALTKFPKSPETWIHRRWVLQQLIQETSLPSFVTKGNLGTIPTERAQRLIQEEMEVCGEAAGRYPSNYNAWSHRIWVLQHLAKLDVKILLDELSSTKHWASMHVSDHSGFHYRQFLLKSLISQTVIDSSVMEQNPLRSEPALVPPKDEEAAVSTEEPRINLPHLLEEEVEFST.... Result: 1 (interaction). (5) The miRNA is mmu-miR-138-5p with sequence AGCUGGUGUUGUGAAUCAGGCCG. The protein sequence of the target gene is MLKKFDKKDEESGGGSNPLQHLEKSAVLQEARVFNETPINPRKCAHILTKILYLINQGEHLGTTEATEAFFAMTKLFQSNDPTLRRMCYLTIKEMSCIAEDVIIVTSSLTKDMTGKEDNYRGPAVRALCQITDSTMLQAVERYMKQAIVDKVPSVSSSALVSSLHLLKCSFDVVKRWVNEAQEAASSDNIMVQYHALGLLYHVRKNDRLAVSKMISKFTRHGLKSPFAYCMMIRVASKQLEEEDGSRDSPLFDFIESCLRNKHEMVVYEAASAIVNLPGCSAKELAPAVSVLQLFCSSPK.... Result: 0 (no interaction). (6) The miRNA is hsa-miR-6839-5p with sequence UCUGGAUUGAAGAGACGACCCA. The protein sequence of the target gene is MLLAWVHTFLLSNMLLAEAYGSGGCFWDNGHLYREDQPSPAPGLRCLNWLAAQGSRESLTEPSPGNHNYCRNPDQDPRGPWCYISSETGVPEKRPCEDVSCPETTSQAPPPSSAMELEEKSGAPGDKEAQVFPPANALPARSEAAEVQPVIGISQLVRMNSKEKKDLGTLGYVLGITMMVIILAIGAGIIVGYTYKRGKDLKEQHEKKACEREMQRITLPLSAFTNPTCETVDENTIIVHSNQTPADVQEGSTLLTGQAGTPGA. Result: 0 (no interaction). (7) The miRNA is hsa-miR-34a-5p with sequence UGGCAGUGUCUUAGCUGGUUGU. The protein sequence of the target gene is MSFIPVAEDSDFPIHNLPYGVFSTRGDPRPRIGVAIGDQILDLSIIKHLFTGPVLSKHQDVFNQPTLNSFMGLGQAAWKEARVFLQNLLSVSQARLRDDTELRKCAFISQASATMHLPATIGDYTDFYSSRQHATNVGIMFRDKENALMPNWLHLPVGYHGRASSVVVSGTPIRRPMGQMKPDDSKPPVYGACKLLDMELEMAFFVGPGNRLGEPIPISKAHEHIFGMVLMNDWSARDIQKWEYVPLGPFLGKSFGTTVSPWVVPMDALMPFAVPNPKQDPRPLPYLCHDEPYTFDINLS.... Result: 1 (interaction).